The task is: Predict the product of the given reaction.. This data is from Forward reaction prediction with 1.9M reactions from USPTO patents (1976-2016). (1) Given the reactants [NH2:1][C:2]1[C:3]2[N:4]([C:8]([C@@H:25]3[CH2:28][C@H:27]([CH2:29]OS(C4C=CC(C)=CC=4)(=O)=O)[CH2:26]3)=[N:9][C:10]=2[C:11]2[CH:16]=[CH:15][CH:14]=[C:13]([O:17][CH2:18][C:19]3[CH:24]=[CH:23][CH:22]=[CH:21][CH:20]=3)[CH:12]=2)[CH:5]=[CH:6][N:7]=1.[CH3:41][NH:42][CH3:43], predict the reaction product. The product is: [CH3:41][N:42]([CH2:29][C@@H:27]1[CH2:26][C@H:25]([C:8]2[N:4]3[CH:5]=[CH:6][N:7]=[C:2]([NH2:1])[C:3]3=[C:10]([C:11]3[CH:16]=[CH:15][CH:14]=[C:13]([O:17][CH2:18][C:19]4[CH:20]=[CH:21][CH:22]=[CH:23][CH:24]=4)[CH:12]=3)[N:9]=2)[CH2:28]1)[CH3:43]. (2) Given the reactants [Cl:1][C:2]1[CH:7]=[CH:6][C:5]([C:8]2[N:12]([CH:13]([CH:16]3[CH2:21][CH2:20][CH2:19][CH2:18][CH2:17]3)[CH2:14][OH:15])[C:11]3[CH:22]=[C:23]([F:27])[C:24]([F:26])=[CH:25][C:10]=3[N:9]=2)=[CH:4][CH:3]=1.[Cl:28][C:29]1[CH:30]=[C:31]([CH:36]=[CH:37][C:38]=1O)[C:32]([O:34][CH3:35])=[O:33].N(C(OC(C)(C)C)=O)=NC(OC(C)(C)C)=O, predict the reaction product. The product is: [CH3:35][O:34][C:32](=[O:33])[C:31]1[CH:36]=[CH:37][C:38]([O:15][CH2:14][CH:13]([N:12]2[C:11]3[CH:22]=[C:23]([F:27])[C:24]([F:26])=[CH:25][C:10]=3[N:9]=[C:8]2[C:5]2[CH:6]=[CH:7][C:2]([Cl:1])=[CH:3][CH:4]=2)[CH:16]2[CH2:17][CH2:18][CH2:19][CH2:20][CH2:21]2)=[C:29]([Cl:28])[CH:30]=1. (3) Given the reactants [Li+].C[CH:3]([N-:5]C(C)C)C.[CH3:9][CH2:10][O:11][C:12]([CH:14](P(OCC)(OCC)=O)[F:15])=[O:13].Br[C:25]1[CH:26]=[C:27]2[C:31](=[CH:32][CH:33]=1)[NH:30][CH:29]=[C:28]2[CH:34]=O, predict the reaction product. The product is: [CH2:10]([O:11][C:12](=[O:13])[C:14]([F:15])=[CH:34][C:28]1[C:27]2[C:31](=[CH:32][CH:33]=[C:25]([C:3]#[N:5])[CH:26]=2)[NH:30][CH:29]=1)[CH3:9]. (4) Given the reactants C[O:2][C:3](=O)[C@@H:4]1[CH2:8][C@@H:7]([OH:9])[CH2:6][N:5]1[C:10]([O:12][C:13]([CH3:16])([CH3:15])[CH3:14])=[O:11].S(C)C.CO.C(Cl)(Cl)Cl, predict the reaction product. The product is: [C:13]([O:12][C:10]([N:5]1[CH2:6][CH:7]([OH:9])[CH2:8][CH:4]1[CH2:3][OH:2])=[O:11])([CH3:16])([CH3:15])[CH3:14]. (5) Given the reactants [CH2:1]([O:8][C@@H:9]1[C@@H:14]([O:15][CH2:16][C:17]2[CH:22]=[CH:21][CH:20]=[CH:19][CH:18]=2)[C@H:13]([O:23][CH2:24][C:25]2[CH:30]=[CH:29][CH:28]=[CH:27][CH:26]=2)[C@@H:12]([CH2:31][O:32][CH2:33][C:34]2[CH:39]=[CH:38][CH:37]=[CH:36][CH:35]=2)[S:11][C@:10]21[C:47]1[C:42](=[CH:43][CH:44]=[C:45]([CH2:48]OC(OC)=O)[CH:46]=1)[CH2:41][O:40]2)[C:2]1[CH:7]=[CH:6][CH:5]=[CH:4][CH:3]=1.C(OB([C:59]1[CH:64]=[CH:63][CH:62]=[CH:61][CH:60]=1)O)C.C(=O)([O-])[O-].[K+].[K+].CO[CH2:73][CH2:74]OC, predict the reaction product. The product is: [CH2:1]([O:8][C@@H:9]1[C@@H:14]([O:15][CH2:16][C:17]2[CH:22]=[CH:21][CH:20]=[CH:19][CH:18]=2)[C@H:31]([O:32][CH2:33][C:34]2[CH:35]=[CH:36][CH:37]=[CH:38][CH:39]=2)[C@@H:12]([CH2:13][O:23][CH2:24][C:25]2[CH:26]=[CH:27][CH:28]=[CH:29][CH:30]=2)[S:11][C@:10]21[C:47]1[C:42](=[CH:43][CH:44]=[C:45]([CH2:48][C:62]3[CH:61]=[CH:60][C:59]([CH2:73][CH3:74])=[CH:64][CH:63]=3)[CH:46]=1)[CH2:41][O:40]2)[C:2]1[CH:7]=[CH:6][CH:5]=[CH:4][CH:3]=1.